From a dataset of Catalyst prediction with 721,799 reactions and 888 catalyst types from USPTO. Predict which catalyst facilitates the given reaction. (1) Reactant: [O:1]=[C:2]1[CH2:10][C:9]2[C:4](=[CH:5][CH:6]=[C:7]([C:11]([OH:13])=O)[CH:8]=2)[NH:3]1.[C:14](N1C=CN=C1)([N:16]1C=CN=[CH:17]1)=O.CNC. Product: [CH3:14][N:16]([CH3:17])[C:11]([C:7]1[CH:8]=[C:9]2[C:4](=[CH:5][CH:6]=1)[NH:3][C:2](=[O:1])[CH2:10]2)=[O:13]. The catalyst class is: 9. (2) Reactant: [NH2:1][C:2]1[C:3]([C:31]([CH3:39])([CH3:38])[O:32][SiH2:33][C:34]([CH3:37])([CH3:36])[CH3:35])=[C:4]([C:8]2[CH:9]=[C:10]([NH:16][C:17]3[CH:22]=[CH:21][C:20]([C:23]([N:25]4[CH2:30][CH2:29][O:28][CH2:27][CH2:26]4)=[O:24])=[CH:19][N:18]=3)[C:11](=[O:15])[N:12]([CH3:14])[CH:13]=2)[CH:5]=[CH:6][CH:7]=1.C(N(CC)CC)C.[C:47](Cl)(Cl)=[O:48].[Cl:51][C:52]1[CH:53]=[C:54]2[C:58](=[CH:59][CH:60]=1)[CH2:57][NH:56][CH2:55]2. Product: [C:34]([SiH2:33][O:32][C:31]([CH3:39])([CH3:38])[C:3]1[C:4]([C:8]2[CH:9]=[C:10]([NH:16][C:17]3[CH:22]=[CH:21][C:20]([C:23]([N:25]4[CH2:30][CH2:29][O:28][CH2:27][CH2:26]4)=[O:24])=[CH:19][N:18]=3)[C:11](=[O:15])[N:12]([CH3:14])[CH:13]=2)=[CH:5][CH:6]=[CH:7][C:2]=1[NH:1][C:47]([N:56]1[CH2:55][C:54]2[C:58](=[CH:59][CH:60]=[C:52]([Cl:51])[CH:53]=2)[CH2:57]1)=[O:48])([CH3:37])([CH3:36])[CH3:35]. The catalyst class is: 124. (3) Product: [CH3:35][Si:34]([CH3:37])([CH3:36])[CH2:33][CH2:32][O:31][CH2:30][N:27]1[C:23]2[N:24]=[CH:25][N:26]=[C:21]([N:1]3[CH:9]4[CH:4]([N:5]([C:10]([O:12][CH2:13][C:14]5[CH:15]=[CH:16][CH:17]=[CH:18][CH:19]=5)=[O:11])[CH2:6][CH2:7][CH2:8]4)[CH2:3][CH2:2]3)[C:22]=2[CH:29]=[CH:28]1. The catalyst class is: 3. Reactant: [NH:1]1[CH:9]2[CH:4]([N:5]([C:10]([O:12][CH2:13][C:14]3[CH:19]=[CH:18][CH:17]=[CH:16][CH:15]=3)=[O:11])[CH2:6][CH2:7][CH2:8]2)[CH2:3][CH2:2]1.Cl[C:21]1[C:22]2[CH:29]=[CH:28][N:27]([CH2:30][O:31][CH2:32][CH2:33][Si:34]([CH3:37])([CH3:36])[CH3:35])[C:23]=2[N:24]=[CH:25][N:26]=1. (4) Reactant: [CH2:1]([O:8][C@@H:9]1[O:18][C@H:17]2[C@@H:12]([O:13][C@H:14]([C:19]3[CH:24]=[CH:23][CH:22]=[CH:21][CH:20]=3)[O:15][CH2:16]2)[C@H:11]([OH:25])[C@H:10]1[NH:26][C:27](=[O:33])[O:28][C:29]([CH3:32])([CH3:31])[CH3:30])[C:2]1[CH:7]=[CH:6][CH:5]=[CH:4][CH:3]=1.[H-].[Na+].FC(F)(F)S(O[C@@H:42]([CH3:48])[C:43]([O:45][CH2:46][CH3:47])=[O:44])(=O)=O. Product: [CH2:1]([O:8][C@@H:9]1[O:18][C@H:17]2[C@@H:12]([O:13][C@H:14]([C:19]3[CH:24]=[CH:23][CH:22]=[CH:21][CH:20]=3)[O:15][CH2:16]2)[C@H:11]([O:25][C@H:42]([CH3:48])[C:43]([O:45][CH2:46][CH3:47])=[O:44])[C@H:10]1[NH:26][C:27]([O:28][C:29]([CH3:30])([CH3:32])[CH3:31])=[O:33])[C:2]1[CH:7]=[CH:6][CH:5]=[CH:4][CH:3]=1. The catalyst class is: 1. (5) Product: [F:1][C:2]1[C:3]([NH:12][C:13]2[CH:18]=[CH:17][C:16]([C:19]#[C:20][CH2:21][O:22][CH3:23])=[CH:15][C:14]=2[F:24])=[C:4]([CH:8]=[CH:9][C:10]=1[F:11])[C:5]([NH:42][O:43][CH2:44][CH2:45][OH:46])=[O:7]. Reactant: [F:1][C:2]1[C:3]([NH:12][C:13]2[CH:18]=[CH:17][C:16]([C:19]#[C:20][CH2:21][O:22][CH3:23])=[CH:15][C:14]=2[F:24])=[C:4]([CH:8]=[CH:9][C:10]=1[F:11])[C:5]([OH:7])=O.C1N=CN(C(N2C=NC=C2)=O)C=1.[N-]1C=CN=C1.[NH2:42][O:43][CH2:44][CH2:45][OH:46]. The catalyst class is: 1. (6) Reactant: [C:1]1([CH3:14])[CH:6]=[CH:5][C:4]([N:7]=[C:8]2[NH:12][C:11](=[O:13])[CH2:10][S:9]2)=[CH:3][CH:2]=1.[C:15]1([CH2:21][CH2:22][CH:23]=O)[CH:20]=[CH:19][CH:18]=[CH:17][CH:16]=1.CC([O-])=O.[Na+]. Product: [C:1]1([CH3:14])[CH:2]=[CH:3][C:4]([N:7]=[C:8]2[NH:12][C:11](=[O:13])[C:10](=[CH:23][CH2:22][CH2:21][C:15]3[CH:20]=[CH:19][CH:18]=[CH:17][CH:16]=3)[S:9]2)=[CH:5][CH:6]=1. The catalyst class is: 52. (7) Product: [C:33]([C:37]1[CH:38]=[C:39]2[C:44](=[C:45]([F:47])[CH:46]=1)[C:43](=[O:48])[N:42]([C:49]1[N:56]=[CH:55][CH:54]=[C:53]([C:6]3[CH:5]=[C:4]([NH:17][C:18]4[CH:31]=[C:21]5[CH2:22][N:23]([CH2:26][C:27]([F:29])([F:28])[F:30])[CH2:24][CH2:25][N:20]5[N:19]=4)[C:3](=[O:32])[N:2]([CH3:1])[CH:7]=3)[C:50]=1[CH:51]=[O:52])[N:41]=[CH:40]2)([CH3:36])([CH3:34])[CH3:35]. Reactant: [CH3:1][N:2]1[CH:7]=[C:6](B2OC(C)(C)C(C)(C)O2)[CH:5]=[C:4]([NH:17][C:18]2[CH:31]=[C:21]3[CH2:22][N:23]([CH2:26][C:27]([F:30])([F:29])[F:28])[CH2:24][CH2:25][N:20]3[N:19]=2)[C:3]1=[O:32].[C:33]([C:37]1[CH:38]=[C:39]2[C:44](=[C:45]([F:47])[CH:46]=1)[C:43](=[O:48])[N:42]([C:49]1[N:56]=[CH:55][CH:54]=[C:53](Cl)[C:50]=1[CH:51]=[O:52])[N:41]=[CH:40]2)([CH3:36])([CH3:35])[CH3:34].[O-]P([O-])([O-])=O.[K+].[K+].[K+].C([O-])(=O)C.[Na+]. The catalyst class is: 543.